From a dataset of Full USPTO retrosynthesis dataset with 1.9M reactions from patents (1976-2016). Predict the reactants needed to synthesize the given product. (1) Given the product [NH2:19][C:16]1[CH:15]=[CH:14][C:13]([O:22][CH2:23][C:24]([O:26][CH3:27])=[O:25])=[C:12]([C:9]2[CH:10]=[CH:11][C:6]([S:3]([CH2:1][CH3:2])(=[O:4])=[O:5])=[CH:7][CH:8]=2)[C:17]=1[CH3:18], predict the reactants needed to synthesize it. The reactants are: [CH2:1]([S:3]([C:6]1[CH:11]=[CH:10][C:9]([C:12]2[C:17]([CH3:18])=[C:16]([N+:19]([O-])=O)[CH:15]=[CH:14][C:13]=2[O:22][CH2:23][C:24]([O:26][CH3:27])=[O:25])=[CH:8][CH:7]=1)(=[O:5])=[O:4])[CH3:2]. (2) Given the product [Cl:27][C:28]1[CH:33]=[CH:32][C:31]([CH2:34][C:35]([NH:1][C:2]2[CH:7]=[C:6]([C:8]([C:10]3[C:18]4[CH:17]=[N:16][CH:15]=[N:14][C:13]=4[N:12]([CH2:19][O:20][CH2:21][CH2:22][Si:23]([CH3:26])([CH3:25])[CH3:24])[CH:11]=3)=[O:9])[CH:5]=[CH:4][N:3]=2)=[O:36])=[CH:30][CH:29]=1, predict the reactants needed to synthesize it. The reactants are: [NH2:1][C:2]1[CH:7]=[C:6]([C:8]([C:10]2[C:18]3[CH:17]=[N:16][CH:15]=[N:14][C:13]=3[N:12]([CH2:19][O:20][CH2:21][CH2:22][Si:23]([CH3:26])([CH3:25])[CH3:24])[CH:11]=2)=[O:9])[CH:5]=[CH:4][N:3]=1.[Cl:27][C:28]1[CH:33]=[CH:32][C:31]([CH2:34][C:35](O)=[O:36])=[CH:30][CH:29]=1. (3) Given the product [O:31]1[C:32]2[CH:39]=[CH:38][C:35]([CH:36]=[C:15]3[CH2:14][CH2:13][CH2:12][C:11]4[CH:18]=[C:7]([N:6]5[CH2:5][C@H:4]([CH2:19][NH:20][C:21](=[O:23])[CH3:22])[O:3][C:2]5=[O:1])[CH:8]=[CH:9][C:10]=4[C:16]3=[O:17])=[CH:34][C:33]=2[O:48][CH2:30]1, predict the reactants needed to synthesize it. The reactants are: [O:1]=[C:2]1[N:6]([C:7]2[CH:8]=[CH:9][C:10]3[C:16](=[O:17])[CH2:15][CH2:14][CH2:13][CH2:12][C:11]=3[CH:18]=2)[CH2:5][C@H:4]([CH2:19][NH:20][C:21](=[O:23])[CH3:22])[O:3]1.C(N(C[CH2:30][O:31][C:32]1[CH:39]=[CH:38][C:35]([CH:36]=O)=[CH:34][CH:33]=1)CC)C.N1CCCCC1.C(O)(=[O:48])C.